Predict the reactants needed to synthesize the given product. From a dataset of Full USPTO retrosynthesis dataset with 1.9M reactions from patents (1976-2016). (1) Given the product [CH3:1][C:2]1[O:6][C:5]([C:7]2[CH:8]=[CH:9][CH:10]=[CH:11][CH:12]=2)=[N:4][C:3]=1[CH2:13][O:14][C:15]1[CH:38]=[CH:37][C:18]([CH2:19][C:20]2[O:21][C:22]([C:31]3[CH:32]=[CH:33][CH:34]=[CH:35][CH:36]=3)=[C:23]([CH2:25][CH2:26][C:27]([OH:29])=[O:28])[N:24]=2)=[CH:17][CH:16]=1, predict the reactants needed to synthesize it. The reactants are: [CH3:1][C:2]1[O:6][C:5]([C:7]2[CH:12]=[CH:11][CH:10]=[CH:9][CH:8]=2)=[N:4][C:3]=1[CH2:13][O:14][C:15]1[CH:38]=[CH:37][C:18]([CH2:19][C:20]2[O:21][C:22]([C:31]3[CH:36]=[CH:35][CH:34]=[CH:33][CH:32]=3)=[C:23]([CH2:25][CH2:26][C:27]([O:29]C)=[O:28])[N:24]=2)=[CH:17][CH:16]=1.O.[OH-].[Li+].O1CCCC1.Cl. (2) Given the product [Br:12][C:5]1[CH:6]=[CH:7][C:8]([O:10][CH3:11])=[CH:9][C:4]=1[CH2:3][C:25]#[N:26], predict the reactants needed to synthesize it. The reactants are: CO[C:3](=O)[C:4]1[CH:9]=[C:8]([O:10][CH3:11])[CH:7]=[CH:6][C:5]=1[Br:12].[H-].[H-].[H-].[H-].[Li+].[Al+3].CS(Cl)(=O)=O.[C-:25]#[N:26].[Na+]. (3) Given the product [O:13]=[C:12]1[N:11]2[C@H:7]([S:8][CH:9]=[C:10]2[C:14]([OH:16])=[O:15])/[C:6]/1=[CH:5]\[C:28]1[CH:37]=[C:31]2[C:32](=[O:36])[O:33][CH2:34][CH2:35][N:30]2[N:29]=1, predict the reactants needed to synthesize it. The reactants are: C(O[CH:5]([C:28]1[CH:37]=[C:31]2[C:32](=[O:36])[O:33][CH2:34][CH2:35][N:30]2[N:29]=1)[C:6]1(Br)[C:12](=[O:13])[N:11]2[C@@H:7]1[S:8][CH:9]=[C:10]2[C:14]([O:16]CC1C=CC([N+]([O-])=O)=CC=1)=[O:15])(=O)C.P([O-])([O-])([O-])=O. (4) Given the product [C:22]([O:26][C:27]([N:4]1[C:5]2[C:10](=[CH:9][C:8]([CH3:11])=[C:7]([N+:12]([O-:14])=[O:13])[CH:6]=2)[C:2]([I:1])=[N:3]1)=[O:28])([CH3:25])([CH3:24])[CH3:23], predict the reactants needed to synthesize it. The reactants are: [I:1][C:2]1[C:10]2[C:5](=[CH:6][C:7]([N+:12]([O-:14])=[O:13])=[C:8]([CH3:11])[CH:9]=2)[NH:4][N:3]=1.C(N(CC)CC)C.[C:22]([O:26][C:27](O[C:27]([O:26][C:22]([CH3:25])([CH3:24])[CH3:23])=[O:28])=[O:28])([CH3:25])([CH3:24])[CH3:23].O. (5) Given the product [O:1]1[CH2:2][CH:3]=[C:4]([C:7]2[N:12]=[CH:11][C:10]([C:13]3[CH:14]=[N:15][C:16]([O:19][CH3:20])=[CH:17][CH:18]=3)=[C:9]([NH:21][C:23]3[C:32]4[C:27](=[CH:28][C:29]([F:34])=[CH:30][C:31]=4[F:33])[N:26]=[C:25]([C:35]4[CH:40]=[CH:39][CH:38]=[CH:37][N:36]=4)[C:24]=3[CH3:41])[CH:8]=2)[CH2:5][CH2:6]1, predict the reactants needed to synthesize it. The reactants are: [O:1]1[CH2:6][CH:5]=[C:4]([C:7]2[N:12]=[CH:11][C:10]([C:13]3[CH:14]=[N:15][C:16]([O:19][CH3:20])=[CH:17][CH:18]=3)=[C:9]([NH2:21])[CH:8]=2)[CH2:3][CH2:2]1.Cl[C:23]1[C:32]2[C:27](=[CH:28][C:29]([F:34])=[CH:30][C:31]=2[F:33])[N:26]=[C:25]([C:35]2[CH:40]=[CH:39][CH:38]=[CH:37][N:36]=2)[C:24]=1[CH3:41].C1(P(C2CCCCC2)C2(CCC)CC(CCC)=CC(CCC)=C2C2C=CC=CC=2)CCCCC1.CC(C1C=C(C(C)C)C(C2C=CC=CC=2P(C2CCCCC2)C2CCCCC2)=C(C(C)C)C=1)C.CC(C)([O-])C.[Na+]. (6) Given the product [F:63][C:57]1[C:58]([F:62])=[CH:59][CH:60]=[CH:61][C:56]=1[C@@:28]1([NH:27][C:74]([NH:73][C:1](=[O:8])[C:2]2[CH:7]=[CH:6][CH:5]=[CH:4][CH:3]=2)=[S:75])[C@H:29]([CH2:54][OH:55])[C@@H:30]([CH2:33][O:34][C:35]([C:42]2[CH:47]=[CH:46][CH:45]=[CH:44][CH:43]=2)([C:48]2[CH:49]=[CH:50][CH:51]=[CH:52][CH:53]=2)[C:36]2[CH:37]=[CH:38][CH:39]=[CH:40][CH:41]=2)[O:31][CH2:32]1, predict the reactants needed to synthesize it. The reactants are: [C:1]([C@@](C(O)=O)(O)[C@@](C(=O)C1C=CC=CC=1)(O)C(O)=O)(=[O:8])[C:2]1[CH:7]=[CH:6][CH:5]=[CH:4][CH:3]=1.[NH2:27][C@@:28]1([C:56]2[CH:61]=[CH:60][CH:59]=[C:58]([F:62])[C:57]=2[F:63])[CH2:32][O:31][C@H:30]([CH2:33][O:34][C:35]([C:48]2[CH:53]=[CH:52][CH:51]=[CH:50][CH:49]=2)([C:42]2[CH:47]=[CH:46][CH:45]=[CH:44][CH:43]=2)[C:36]2[CH:41]=[CH:40][CH:39]=[CH:38][CH:37]=2)[C@H:29]1[CH2:54][OH:55].[OH-].[Na+].C([N:73]=[C:74]=[S:75])C1C=CC=CC=1. (7) Given the product [Cl:18][C:13]1[CH:14]=[CH:15][CH:16]=[CH:17][C:12]=1[S:9]([N:8]([CH2:19][CH:20]([CH3:22])[CH3:21])[CH2:7][C:5]1[O:6][C:2]([C:31]2[CH:30]=[CH:29][CH:28]=[C:27]([S:24]([CH3:23])(=[O:26])=[O:25])[CH:32]=2)=[CH:3][CH:4]=1)(=[O:11])=[O:10], predict the reactants needed to synthesize it. The reactants are: Br[C:2]1[O:6][C:5]([CH2:7][N:8]([CH2:19][CH:20]([CH3:22])[CH3:21])[S:9]([C:12]2[CH:17]=[CH:16][CH:15]=[CH:14][C:13]=2[Cl:18])(=[O:11])=[O:10])=[CH:4][CH:3]=1.[CH3:23][S:24]([C:27]1[CH:28]=[C:29](B(O)O)[CH:30]=[CH:31][CH:32]=1)(=[O:26])=[O:25].C([O-])([O-])=O.[Na+].[Na+]. (8) Given the product [CH3:14][C:13]1[C:12]([C:11]2[C:2](=[O:1])[O:3][C:4]3[C:9]([CH:10]=2)=[CH:8][CH:7]=[C:6]([N:16]2[CH2:17][CH2:18][N:19]([C:22]([O:24][C:25]([CH3:26])([CH3:28])[CH3:27])=[O:23])[CH2:20][CH2:21]2)[CH:5]=3)=[N:37][NH:32][CH:34]=1, predict the reactants needed to synthesize it. The reactants are: [O:1]=[C:2]1[C:11]([C:12](=O)[CH2:13][CH3:14])=[CH:10][C:9]2[C:4](=[CH:5][C:6]([N:16]3[CH2:21][CH2:20][N:19]([C:22]([O:24][C:25]([CH3:28])([CH3:27])[CH3:26])=[O:23])[CH2:18][CH2:17]3)=[CH:7][CH:8]=2)[O:3]1.COC(OC)[N:32]([CH3:34])C.[NH:37]1CCCC1.NN. (9) Given the product [NH2:27][C:28]1[N:29]=[CH:30][C:31]([C:2]2[N:3]=[C:4]([N:21]3[CH2:26][CH2:25][O:24][CH2:23][CH2:22]3)[C:5]3[S:10][C:9]([C:11]4[CH:12]=[C:13]([CH2:17][CH2:18][CH2:19][OH:20])[CH:14]=[CH:15][CH:16]=4)=[CH:8][C:6]=3[N:7]=2)=[CH:32][CH:33]=1, predict the reactants needed to synthesize it. The reactants are: Cl[C:2]1[N:3]=[C:4]([N:21]2[CH2:26][CH2:25][O:24][CH2:23][CH2:22]2)[C:5]2[S:10][C:9]([C:11]3[CH:12]=[C:13]([CH2:17][CH2:18][CH2:19][OH:20])[CH:14]=[CH:15][CH:16]=3)=[CH:8][C:6]=2[N:7]=1.[NH2:27][C:28]1[CH:33]=[CH:32][C:31](B2OC(C)(C)C(C)(C)O2)=[CH:30][N:29]=1. (10) Given the product [Cl:1][C:2]1[N:3]=[C:4]([C:9]([NH:11][C@H:12]2[CH2:17][CH2:16][N:15]([C:18]3[S:43][C:44]([C:47]([O:49][CH2:50][CH3:51])=[O:48])=[CH:45][N:46]=3)[CH2:14][C@H:13]2[O:24][CH2:25][CH:26]([F:28])[F:27])=[O:10])[NH:5][C:6]=1[CH2:7][CH3:8], predict the reactants needed to synthesize it. The reactants are: [Cl:1][C:2]1[N:3]=[C:4]([C:9]([NH:11][C@H:12]2[CH2:17][CH2:16][N:15]([C:18](=O)C(F)(F)F)[CH2:14][C@H:13]2[O:24][CH2:25][CH:26]([F:28])[F:27])=[O:10])[NH:5][C:6]=1[CH2:7][CH3:8].[OH-].[Li+].Cl.C(N(C(C)C)CC)(C)C.BrC1[S:43][C:44]([C:47]([O:49][CH2:50][CH3:51])=[O:48])=[CH:45][N:46]=1.